From a dataset of Drug-target binding data from BindingDB using Kd measurements. Regression. Given a target protein amino acid sequence and a drug SMILES string, predict the binding affinity score between them. We predict pKd (pKd = -log10(Kd in M); higher means stronger binding). Dataset: bindingdb_kd. The compound is Nc1ncnc2c1ncn2[C@@H]1O[C@H](COP(=O)(O)O)[C@@H](O)[C@H]1OP(=O)(O)O. The target protein (P0A9J4) has sequence MKITVLGCGALGQLWLTALCKQGHEVQGWLRVPQPYCSVNLVETDGSIFNESLTANDPDFLATSDLLLVTLKAWQVSDAVKSLASTLPVTTPILLIHNGMGTIEELQNIQQPLLMGTTTHAARRDGNVIIHVANGITHIGPARQQDGDYSYLADILQTVLPDVAWHNNIRAELWRKLAVNCVINPLTAIWNCPNGELRHHPQEIMQICEEVAAVIEREGHHTSAEDLRDYVMQVIDATAENISSMLQDIRALRHTEIDYINGFLLRRARAHGIAVPENTRLFEMVKRKESEYERIGTGLPRPW. The pKd is 4.0.